This data is from Catalyst prediction with 721,799 reactions and 888 catalyst types from USPTO. The task is: Predict which catalyst facilitates the given reaction. (1) Reactant: [CH3:1][O:2][C:3]1[CH:11]=[C:10]2[C:6]([CH:7]=[C:8]([C:12]([NH2:14])=O)[NH:9]2)=[CH:5][C:4]=1[CH3:15].P(Cl)(Cl)(Cl)=O.C(Cl)(Cl)Cl. Product: [CH3:1][O:2][C:3]1[CH:11]=[C:10]2[C:6]([CH:7]=[C:8]([C:12]#[N:14])[NH:9]2)=[CH:5][C:4]=1[CH3:15]. The catalyst class is: 6. (2) Reactant: [CH3:1][CH:2]1[C:5]2([CH2:10][CH2:9][CH2:8][N:7]([C:11]3[C:12]4[CH:19]=[CH:18][NH:17][C:13]=4[N:14]=[CH:15][N:16]=3)[CH2:6]2)[NH:4][CH2:3]1.CC1N([C:26]([CH2:28][C:29]#[N:30])=[O:27])N=C(C)C=1.O1CCOCC1.C(=O)(O)[O-].[Na+]. Product: [CH3:1][CH:2]1[C:5]2([CH2:10][CH2:9][CH2:8][N:7]([C:11]3[C:12]4[CH:19]=[CH:18][NH:17][C:13]=4[N:14]=[CH:15][N:16]=3)[CH2:6]2)[N:4]([C:26](=[O:27])[CH2:28][C:29]#[N:30])[CH2:3]1. The catalyst class is: 6.